This data is from Catalyst prediction with 721,799 reactions and 888 catalyst types from USPTO. The task is: Predict which catalyst facilitates the given reaction. (1) Reactant: Cl.[NH2:2][C@@H:3]([C:9]1[CH:14]=[CH:13][C:12]([O:15][CH:16]([F:18])[F:17])=[CH:11][CH:10]=1)[CH2:4][C:5]([O:7][CH3:8])=[O:6].[CH3:19][C:20]([O:23][C:24](O[C:24]([O:23][C:20]([CH3:22])([CH3:21])[CH3:19])=[O:25])=[O:25])([CH3:22])[CH3:21]. Product: [C:20]([O:23][C:24]([NH:2][C@@H:3]([C:9]1[CH:14]=[CH:13][C:12]([O:15][CH:16]([F:17])[F:18])=[CH:11][CH:10]=1)[CH2:4][C:5]([O:7][CH3:8])=[O:6])=[O:25])([CH3:22])([CH3:21])[CH3:19]. The catalyst class is: 2. (2) Reactant: [CH2:1]([N:8]1[C:15](=[O:16])[C@:14]2([F:17])[C@@H:10]([CH2:11][N:12](CC3C=CC=CC=3)[CH2:13]2)[C:9]1=[O:25])[C:2]1[CH:7]=[CH:6][CH:5]=[CH:4][CH:3]=1.[CH3:38][C:37]([O:36][C:34](O[C:34]([O:36][C:37]([CH3:40])([CH3:39])[CH3:38])=[O:35])=[O:35])([CH3:40])[CH3:39]. Product: [CH2:1]([N:8]1[C:15](=[O:16])[C@:14]2([F:17])[CH2:13][N:12]([C:34]([O:36][C:37]([CH3:38])([CH3:39])[CH3:40])=[O:35])[CH2:11][C@@H:10]2[C:9]1=[O:25])[C:2]1[CH:3]=[CH:4][CH:5]=[CH:6][CH:7]=1. The catalyst class is: 320.